Dataset: Full USPTO retrosynthesis dataset with 1.9M reactions from patents (1976-2016). Task: Predict the reactants needed to synthesize the given product. Given the product [CH2:1]([S:3][C:4]1[CH:11]=[CH:10][CH:9]=[CH:8][C:5]=1[CH2:6][NH2:7])[CH3:2], predict the reactants needed to synthesize it. The reactants are: [CH2:1]([S:3][C:4]1[CH:11]=[CH:10][CH:9]=[CH:8][C:5]=1[C:6]#[N:7])[CH3:2].ClC1C=CC(SCC)=C(C=1)CN.